From a dataset of Forward reaction prediction with 1.9M reactions from USPTO patents (1976-2016). Predict the product of the given reaction. (1) Given the reactants C1N2CN3CN(C2)CN1C3.[Cl:11][C:12]1[CH:13]=[C:14]([OH:19])[CH:15]=[CH:16][C:17]=1[F:18].FC(F)(F)[C:22](O)=[O:23], predict the reaction product. The product is: [Cl:11][C:12]1[C:17]([F:18])=[CH:16][C:15]([CH:22]=[O:23])=[C:14]([OH:19])[CH:13]=1. (2) The product is: [ClH:35].[NH2:4][CH2:10][C:16]([C:15]1[CH:20]=[CH:21][C:12]([F:11])=[C:13]([C:22]([F:25])([F:23])[F:24])[CH:14]=1)=[O:19]. Given the reactants C1N2CN3[CH2:10][N:4](C2)CN1C3.[F:11][C:12]1[CH:21]=[CH:20][C:15]([C:16](=[O:19])CBr)=[CH:14][C:13]=1[C:22]([F:25])([F:24])[F:23].C(OCC)(=O)C.C(O)C.[ClH:35], predict the reaction product. (3) Given the reactants [C:1]1([Li])[CH:6]=[CH:5][CH:4]=[CH:3][CH:2]=1.[CH2:8]([N:15]1[CH2:20][CH2:19][N:18]([CH2:21][C:22]2[CH:27]=[CH:26][CH:25]=[CH:24][CH:23]=2)[CH2:17][C@@H:16]1[CH2:28][CH:29]=[O:30])[C:9]1[CH:14]=[CH:13][CH:12]=[CH:11][CH:10]=1, predict the reaction product. The product is: [CH2:8]([N:15]1[CH2:20][CH2:19][N:18]([CH2:21][C:22]2[CH:27]=[CH:26][CH:25]=[CH:24][CH:23]=2)[CH2:17][CH:16]1[CH2:28][C@@H:29]([C:1]1[CH:6]=[CH:5][CH:4]=[CH:3][CH:2]=1)[OH:30])[C:9]1[CH:10]=[CH:11][CH:12]=[CH:13][CH:14]=1. (4) Given the reactants C(=O)([O-])[O-].[K+].[K+].[C:7]1([OH:13])[CH:12]=[CH:11][CH:10]=[CH:9][CH:8]=1.Br[CH2:15][CH2:16][CH2:17][Cl:18], predict the reaction product. The product is: [Cl:18][CH2:17][CH2:16][CH2:15][O:13][C:7]1[CH:12]=[CH:11][CH:10]=[CH:9][CH:8]=1. (5) Given the reactants [CH3:1][C:2]1[CH2:6][CH2:5][C:4]([CH3:8])([CH3:7])[C:3]=1[CH:9]=[O:10].[BH4-].[Na+].CC(C)=O, predict the reaction product. The product is: [CH3:1][C:2]1[CH2:6][CH2:5][C:4]([CH3:8])([CH3:7])[C:3]=1[CH2:9][OH:10]. (6) Given the reactants [F:1][C:2]1[C:7]([CH3:8])=[CH:6][C:5]([O:9]C(=O)C)=[CH:4][C:3]=1[CH3:13].[OH-].[K+], predict the reaction product. The product is: [F:1][C:2]1[C:7]([CH3:8])=[CH:6][C:5]([OH:9])=[CH:4][C:3]=1[CH3:13]. (7) The product is: [C:1]([O:5][C:6]([NH:8][CH:9]1[CH2:14][CH2:13][N:12]([C:15]([O:17][CH2:18][C:19]2[CH:24]=[CH:23][CH:22]=[CH:21][CH:20]=2)=[O:16])[CH2:11][CH:10]1[O:25][Si:30]([C:27]([CH3:29])([CH3:28])[CH3:26])([CH3:32])[CH3:31])=[O:7])([CH3:4])([CH3:2])[CH3:3]. Given the reactants [C:1]([O:5][C:6]([NH:8][CH:9]1[CH2:14][CH2:13][N:12]([C:15]([O:17][CH2:18][C:19]2[CH:24]=[CH:23][CH:22]=[CH:21][CH:20]=2)=[O:16])[CH2:11][CH:10]1[OH:25])=[O:7])([CH3:4])([CH3:3])[CH3:2].[CH3:26][C:27]([Si:30](Cl)([CH3:32])[CH3:31])([CH3:29])[CH3:28].N1C=CN=C1, predict the reaction product. (8) Given the reactants Br[C:2]1[CH:7]=[CH:6][C:5]([C:8]2[CH:13]=[CH:12][N:11]=[C:10]([NH:14][C:15]3[CH:20]=[CH:19][C:18]([S:21]([NH2:24])(=[O:23])=[O:22])=[CH:17][CH:16]=3)[N:9]=2)=[CH:4][CH:3]=1.C([Si](C)(C)[O:30][CH2:31]/[CH:32]=[CH:33]/B1OC(C)(C)C(C)(C)O1)(C)(C)C.C(=O)([O-])[O-].[K+].[K+].FC(F)(F)C(O)=O, predict the reaction product. The product is: [OH:30][CH2:31]/[CH:32]=[CH:33]/[C:2]1[CH:7]=[CH:6][C:5]([C:8]2[CH:13]=[CH:12][N:11]=[C:10]([NH:14][C:15]3[CH:20]=[CH:19][C:18]([S:21]([NH2:24])(=[O:23])=[O:22])=[CH:17][CH:16]=3)[N:9]=2)=[CH:4][CH:3]=1. (9) The product is: [CH:5]([C:4]1[C:3]([O:2][CH3:1])=[C:10]([CH:9]=[CH:8][CH:7]=1)[O:11][CH2:55][C:54]1[CH:72]=[CH:71][C:70]([C:74]([N:33]([CH2:34][C:35]2[CH:36]=[CH:37][C:38]([O:41][CH3:42])=[CH:39][CH:40]=2)[CH2:43][C:44]2[CH:45]=[CH:46][C:47]([O:50][CH3:51])=[CH:48][CH:49]=2)=[O:73])=[CH:52][CH:53]=1)=[O:6]. Given the reactants [CH3:1][O:2][C:3]1[C:10]([O:11][Si](C(C)C)(C(C)C)C(C)C)=[CH:9][CH:8]=[CH:7][C:4]=1[CH:5]=[O:6].BrCC1C=CC(S([N:33]([CH2:43][C:44]2[CH:49]=[CH:48][C:47]([O:50][CH3:51])=[CH:46][CH:45]=2)[CH2:34][C:35]2[CH:40]=[CH:39][C:38]([O:41][CH3:42])=[CH:37][CH:36]=2)(=O)=O)=CC=1.[CH3:52][CH2:53][CH2:54][CH2:55][N+]([CH2:52][CH2:53][CH2:54][CH3:55])([CH2:52][CH2:53][CH2:54][CH3:55])[CH2:52][CH2:53][CH2:54][CH3:55].[F-].[CH2:70]1[CH2:74][O:73][CH2:72][CH2:71]1, predict the reaction product.